This data is from Catalyst prediction with 721,799 reactions and 888 catalyst types from USPTO. The task is: Predict which catalyst facilitates the given reaction. (1) Reactant: [C:1]1([S:7]([N:10]2[C:18]3[C:13](=[CH:14][C:15]([CH2:19][CH2:20][NH2:21])=[CH:16][CH:17]=3)[C:12]3[CH:22]=[C:23]([Cl:26])[CH:24]=[N:25][C:11]2=3)(=[O:9])=[O:8])[CH:6]=[CH:5][CH:4]=[CH:3][CH:2]=1.CCN(CC)CC.[C:34](Cl)(=[O:41])[C:35]1[CH:40]=[CH:39][CH:38]=[CH:37][CH:36]=1. Product: [Cl:26][C:23]1[CH:24]=[N:25][C:11]2[N:10]([S:7]([C:1]3[CH:2]=[CH:3][CH:4]=[CH:5][CH:6]=3)(=[O:9])=[O:8])[C:18]3[C:13]([C:12]=2[CH:22]=1)=[CH:14][C:15]([CH2:19][CH2:20][NH:21][C:34](=[O:41])[C:35]1[CH:40]=[CH:39][CH:38]=[CH:37][CH:36]=1)=[CH:16][CH:17]=3. The catalyst class is: 2. (2) Reactant: [NH:1]1[CH2:6][CH2:5][O:4][CH2:3][CH2:2]1.[CH3:7][C:8]1[CH:9]=[C:10]([CH:30]=O)[CH:11]=[C:12]2[C:16]=1[C:15](=[O:17])[N:14]([CH2:18][C:19]1[CH:24]=[CH:23][C:22]([O:25][C:26]([F:29])([F:28])[F:27])=[CH:21][CH:20]=1)[CH2:13]2.C(O[BH-](OC(=O)C)OC(=O)C)(=O)C.[Na+]. Product: [CH3:7][C:8]1[CH:9]=[C:10]([CH2:30][N:1]2[CH2:6][CH2:5][O:4][CH2:3][CH2:2]2)[CH:11]=[C:12]2[C:16]=1[C:15](=[O:17])[N:14]([CH2:18][C:19]1[CH:20]=[CH:21][C:22]([O:25][C:26]([F:29])([F:27])[F:28])=[CH:23][CH:24]=1)[CH2:13]2. The catalyst class is: 4. (3) Reactant: [CH:1]1([N:5]2[CH2:10][CH2:9][N:8]([C:11]3[C:12]([CH:33]4[CH2:35][CH2:34]4)=[CH:13][C:14]4[C:26](=[O:27])[C:25]5[C:24]6[C:19](=[CH:20][C:21]([C:28]#[N:29])=[CH:22][CH:23]=6)[NH:18][C:17]=5[C:16]([CH3:31])([CH3:30])[C:15]=4[CH:32]=3)[CH2:7][CH2:6]2)[CH2:4][CH2:3][CH2:2]1.[ClH:36]. Product: [ClH:36].[CH:1]1([N:5]2[CH2:10][CH2:9][N:8]([C:11]3[C:12]([CH:33]4[CH2:35][CH2:34]4)=[CH:13][C:14]4[C:26](=[O:27])[C:25]5[C:24]6[C:19](=[CH:20][C:21]([C:28]#[N:29])=[CH:22][CH:23]=6)[NH:18][C:17]=5[C:16]([CH3:31])([CH3:30])[C:15]=4[CH:32]=3)[CH2:7][CH2:6]2)[CH2:2][CH2:3][CH2:4]1. The catalyst class is: 16. (4) Reactant: [O:1]1[CH2:5][CH2:4][C:3](=[N:6][S:7]([C:9]([CH3:12])([CH3:11])[CH3:10])=[O:8])[CH2:2]1.[Si]([C:17]#[N:18])(C)(C)C. Product: [C:17]([C:3]1([NH:6][S:7]([C:9]([CH3:12])([CH3:11])[CH3:10])=[O:8])[CH2:4][CH2:5][O:1][CH2:2]1)#[N:18]. The catalyst class is: 2. (5) Reactant: I[CH2:2][Si:3]([CH3:33])([CH3:32])[CH2:4][CH2:5][C:6]1[C:18]2[CH2:17][N:16]3[C:11](=[CH:12][C:13]4[C@:23]([CH2:25][CH3:26])([OH:24])[C:22](=[O:27])[O:21][CH2:20][C:14]=4[C:15]3=[O:19])[C:10]=2[N:9]=[C:8]2[CH:28]=[CH:29][CH:30]=[CH:31][C:7]=12.[NH:34]1[CH:38]=[N:37][CH:36]=[N:35]1.C([O-])(O)=O.[Na+]. Product: [CH3:32][Si:3]([CH3:33])([CH2:2][N:34]1[CH:38]=[N:37][CH:36]=[N:35]1)[CH2:4][CH2:5][C:6]1[C:18]2[CH2:17][N:16]3[C:11](=[CH:12][C:13]4[C@:23]([CH2:25][CH3:26])([OH:24])[C:22](=[O:27])[O:21][CH2:20][C:14]=4[C:15]3=[O:19])[C:10]=2[N:9]=[C:8]2[CH:28]=[CH:29][CH:30]=[CH:31][C:7]=12. The catalyst class is: 9. (6) The catalyst class is: 8. Product: [C:12]([O:16][CH:17]([C:22]1[N:26]([CH3:27])[N:25]=[C:24]([C:28]2[CH2:33][CH2:32][CH2:31][CH:30]([OH:34])[CH:29]=2)[C:23]=1[C:35]1[CH:36]=[CH:37][C:38]2[O:43][CH2:42][CH2:41][CH2:40][C:39]=2[CH:44]=1)[C:18]([O:20][CH3:21])=[O:19])([CH3:15])([CH3:13])[CH3:14]. Reactant: O.O.O.O.O.O.O.[Cl-].[Ce+3].[Cl-].[Cl-].[C:12]([O:16][CH:17]([C:22]1[N:26]([CH3:27])[N:25]=[C:24]([C:28]2[CH2:33][CH2:32][CH2:31][C:30](=[O:34])[CH:29]=2)[C:23]=1[C:35]1[CH:36]=[CH:37][C:38]2[O:43][CH2:42][CH2:41][CH2:40][C:39]=2[CH:44]=1)[C:18]([O:20][CH3:21])=[O:19])([CH3:15])([CH3:14])[CH3:13].[BH4-].[Na+]. (7) Reactant: [C:1]([O:5][C:6]([NH:8][NH:9][CH3:10])=[O:7])([CH3:4])([CH3:3])[CH3:2].[CH2:11]1[C:20]2[C:15](=[CH:16][CH:17]=[CH:18][CH:19]=2)[CH2:14][C:13](=[O:21])[O:12]1.C(O)(=O)C. Product: [OH:12][CH2:11][C:20]1[CH:19]=[CH:18][CH:17]=[CH:16][C:15]=1[CH2:14][C:13]([N:9]([CH3:10])[NH:8][C:6]([O:5][C:1]([CH3:4])([CH3:3])[CH3:2])=[O:7])=[O:21]. The catalyst class is: 25.